From a dataset of NCI-60 drug combinations with 297,098 pairs across 59 cell lines. Regression. Given two drug SMILES strings and cell line genomic features, predict the synergy score measuring deviation from expected non-interaction effect. Drug 1: CC12CCC(CC1=CCC3C2CCC4(C3CC=C4C5=CN=CC=C5)C)O. Drug 2: C1CC(C1)(C(=O)O)C(=O)O.[NH2-].[NH2-].[Pt+2]. Cell line: SK-MEL-2. Synergy scores: CSS=16.8, Synergy_ZIP=1.14, Synergy_Bliss=7.25, Synergy_Loewe=5.29, Synergy_HSA=5.32.